Dataset: Catalyst prediction with 721,799 reactions and 888 catalyst types from USPTO. Task: Predict which catalyst facilitates the given reaction. (1) Reactant: [NH2:1][C@H:2]([C:4]1[N:5]=[C:6]2[CH:11]=[CH:10][CH:9]=[C:8]([C:12]([O:14][CH3:15])=[O:13])[N:7]2[C:16]=1[C:17]1[CH:22]=[CH:21][CH:20]=[CH:19][CH:18]=1)[CH3:3].[NH2:23][C:24]1[C:29]([C:30]#[N:31])=[C:28](Cl)[N:27]=[CH:26][N:25]=1.CCN(C(C)C)C(C)C. Product: [NH2:23][C:24]1[N:25]=[CH:26][N:27]=[C:28]([NH:1][C@H:2]([C:4]2[N:5]=[C:6]3[CH:11]=[CH:10][CH:9]=[C:8]([C:12]([O:14][CH3:15])=[O:13])[N:7]3[C:16]=2[C:17]2[CH:18]=[CH:19][CH:20]=[CH:21][CH:22]=2)[CH3:3])[C:29]=1[C:30]#[N:31]. The catalyst class is: 51. (2) Reactant: Cl.[NH2:2][C:3]1([C:9]([OH:11])=[O:10])[CH2:8][CH2:7][O:6][CH2:5][CH2:4]1.[CH3:12][Si](C=[N+]=[N-])(C)C.C(OCC)C. Product: [NH2:2][C:3]1([C:9]([O:11][CH3:12])=[O:10])[CH2:8][CH2:7][O:6][CH2:5][CH2:4]1. The catalyst class is: 5. (3) Reactant: Cl[C:2]1[C:7]([N+:8]([O-:10])=[O:9])=[CH:6][CH:5]=[CH:4][N:3]=1.C([O-])([O-])=O.[Na+].[Na+].[CH2:17]([SH:24])[C:18]1[CH:23]=[CH:22][CH:21]=[CH:20][CH:19]=1. Product: [CH2:17]([S:24][C:2]1[C:7]([N+:8]([O-:10])=[O:9])=[CH:6][CH:5]=[CH:4][N:3]=1)[C:18]1[CH:23]=[CH:22][CH:21]=[CH:20][CH:19]=1. The catalyst class is: 14. (4) The catalyst class is: 18. Product: [CH:43]1([NH:38][C:39](=[O:46])[NH:1][C:2]2[CH:36]=[CH:35][C:5]([O:6][C:7]3[CH:12]=[CH:11][N:10]=[C:9]4[CH:13]=[C:14]([C:16]5[N:17]=[CH:18][N:19]([CH2:21][CH2:22][N:23]([CH2:31][CH2:32][O:33][CH3:34])[C:24](=[O:30])[O:25][C:26]([CH3:28])([CH3:29])[CH3:27])[CH:20]=5)[S:15][C:8]=34)=[C:4]([F:37])[CH:3]=2)[CH2:41][CH2:42]1. Reactant: [NH2:1][C:2]1[CH:36]=[CH:35][C:5]([O:6][C:7]2[CH:12]=[CH:11][N:10]=[C:9]3[CH:13]=[C:14]([C:16]4[N:17]=[CH:18][N:19]([CH2:21][CH2:22][N:23]([CH2:31][CH2:32][O:33][CH3:34])[C:24](=[O:30])[O:25][C:26]([CH3:29])([CH3:28])[CH3:27])[CH:20]=4)[S:15][C:8]=23)=[C:4]([F:37])[CH:3]=1.[N:38]1[CH:43]=[CH:42][CH:41]=C[CH:39]=1.ClC(OC1C=CC=CC=1)=[O:46].C1(N)CC1. (5) Reactant: [H-].[Na+].[F:3][C:4]1[CH:12]=[C:11]2[C:7]([C:8]([C:13]([C:15]3[C:24]4[C:19](=[CH:20][CH:21]=[CH:22][CH:23]=4)[CH:18]=[CH:17][CH:16]=3)=[O:14])=[CH:9][NH:10]2)=[CH:6][CH:5]=1.Br[CH2:26][CH2:27][CH2:28][CH2:29][CH3:30]. Product: [F:3][C:4]1[CH:12]=[C:11]2[C:7]([C:8]([C:13]([C:15]3[C:24]4[C:19](=[CH:20][CH:21]=[CH:22][CH:23]=4)[CH:18]=[CH:17][CH:16]=3)=[O:14])=[CH:9][N:10]2[CH2:26][CH2:27][CH2:28][CH2:29][CH3:30])=[CH:6][CH:5]=1. The catalyst class is: 3.